This data is from Forward reaction prediction with 1.9M reactions from USPTO patents (1976-2016). The task is: Predict the product of the given reaction. Given the reactants Br[CH:2]([CH2:5][C:6]([F:9])([F:8])[F:7])[CH:3]=O.[Cl:10][C:11]1[CH:16]=[CH:15][N:14]=[C:13]([NH2:17])[C:12]=1[I:18], predict the reaction product. The product is: [Cl:10][C:11]1[CH:16]=[CH:15][N:14]2[C:2]([CH2:5][C:6]([F:9])([F:8])[F:7])=[CH:3][N:17]=[C:13]2[C:12]=1[I:18].